From a dataset of NCI-60 drug combinations with 297,098 pairs across 59 cell lines. Regression. Given two drug SMILES strings and cell line genomic features, predict the synergy score measuring deviation from expected non-interaction effect. (1) Drug 1: CC(C)(C#N)C1=CC(=CC(=C1)CN2C=NC=N2)C(C)(C)C#N. Drug 2: CC1C(C(CC(O1)OC2CC(CC3=C2C(=C4C(=C3O)C(=O)C5=CC=CC=C5C4=O)O)(C(=O)C)O)N)O. Cell line: NCI-H226. Synergy scores: CSS=46.3, Synergy_ZIP=-0.299, Synergy_Bliss=-4.13, Synergy_Loewe=-9.61, Synergy_HSA=-2.65. (2) Drug 1: C1=CC(=CC=C1CCCC(=O)O)N(CCCl)CCCl. Drug 2: CC=C1C(=O)NC(C(=O)OC2CC(=O)NC(C(=O)NC(CSSCCC=C2)C(=O)N1)C(C)C)C(C)C. Cell line: NCI-H322M. Synergy scores: CSS=53.4, Synergy_ZIP=10.00, Synergy_Bliss=10.0, Synergy_Loewe=-30.8, Synergy_HSA=8.10. (3) Drug 1: C1CC(=O)NC(=O)C1N2CC3=C(C2=O)C=CC=C3N. Drug 2: CC1OCC2C(O1)C(C(C(O2)OC3C4COC(=O)C4C(C5=CC6=C(C=C35)OCO6)C7=CC(=C(C(=C7)OC)O)OC)O)O. Cell line: OVCAR-5. Synergy scores: CSS=15.2, Synergy_ZIP=-6.35, Synergy_Bliss=1.66, Synergy_Loewe=3.14, Synergy_HSA=3.20. (4) Drug 1: CC1=C(C=C(C=C1)NC2=NC=CC(=N2)N(C)C3=CC4=NN(C(=C4C=C3)C)C)S(=O)(=O)N.Cl. Drug 2: CC1=C2C(C(=O)C3(C(CC4C(C3C(C(C2(C)C)(CC1OC(=O)C(C(C5=CC=CC=C5)NC(=O)C6=CC=CC=C6)O)O)OC(=O)C7=CC=CC=C7)(CO4)OC(=O)C)O)C)OC(=O)C. Cell line: NCI-H460. Synergy scores: CSS=65.0, Synergy_ZIP=5.71, Synergy_Bliss=9.13, Synergy_Loewe=-60.9, Synergy_HSA=7.00. (5) Drug 1: CS(=O)(=O)OCCCCOS(=O)(=O)C. Drug 2: CC1C(C(CC(O1)OC2CC(CC3=C2C(=C4C(=C3O)C(=O)C5=CC=CC=C5C4=O)O)(C(=O)C)O)N)O. Cell line: HS 578T. Synergy scores: CSS=44.1, Synergy_ZIP=-0.569, Synergy_Bliss=0.298, Synergy_Loewe=-39.2, Synergy_HSA=1.11. (6) Drug 1: CN1C2=C(C=C(C=C2)N(CCCl)CCCl)N=C1CCCC(=O)O.Cl. Drug 2: C1CCC(C(C1)N)N.C(=O)(C(=O)[O-])[O-].[Pt+4]. Cell line: TK-10. Synergy scores: CSS=16.4, Synergy_ZIP=-4.73, Synergy_Bliss=0.396, Synergy_Loewe=-5.07, Synergy_HSA=2.07.